Task: Predict the reaction yield, written as a fraction of the theoretical maximum amount of product (1.0 means a 100% yield; for example, 0.34 means a 34% yield).. Dataset: Reaction yield outcomes from USPTO patents with 853,638 reactions (1) The reactants are Cl[C:2]1[C:11]2[C:6](=[CH:7][CH:8]=[C:9]([I:12])[CH:10]=2)[N:5]=[C:4]([CH3:13])[C:3]=1[S:14]([CH3:17])(=[O:16])=[O:15].[NH:18]1[CH2:23][CH2:22][O:21][CH2:20][CH2:19]1.C(N(CC)C(C)C)(C)C. The catalyst is CN(C)C=O. The product is [I:12][C:9]1[CH:10]=[C:11]2[C:6](=[CH:7][CH:8]=1)[N:5]=[C:4]([CH3:13])[C:3]([S:14]([CH3:17])(=[O:16])=[O:15])=[C:2]2[N:18]1[CH2:23][CH2:22][O:21][CH2:20][CH2:19]1. The yield is 0.800. (2) The reactants are [NH2:1][C:2]1[CH:7]=[C:6]([Cl:8])[CH:5]=[CH:4][N:3]=1.C1C(=O)N([I:16])C(=O)C1. The catalyst is CN(C=O)C. The product is [Cl:8][C:6]1[C:5]([I:16])=[CH:4][N:3]=[C:2]([NH2:1])[CH:7]=1. The yield is 0.620. (3) The reactants are [Br:1][C:2]1[CH:7]=[CH:6][C:5]([C:8]2(O)[C:16]3[C:11](=[CH:12][CH:13]=[CH:14][CH:15]=3)[N:10]([CH2:17][C:18]3[O:19][C:20]([C:23]([F:26])([F:25])[F:24])=[CH:21][CH:22]=3)[C:9]2=[O:27])=[C:4]([OH:29])[CH:3]=1.C([SiH](CC)CC)C.FC(F)(F)C(O)=O. No catalyst specified. The product is [Br:1][C:2]1[CH:7]=[CH:6][C:5]([CH:8]2[C:16]3[C:11](=[CH:12][CH:13]=[CH:14][CH:15]=3)[N:10]([CH2:17][C:18]3[O:19][C:20]([C:23]([F:26])([F:25])[F:24])=[CH:21][CH:22]=3)[C:9]2=[O:27])=[C:4]([OH:29])[CH:3]=1. The yield is 0.820. (4) The reactants are [N:1]1[CH:6]=[CH:5][C:4]([CH2:7][O:8][CH:9]2[CH2:12][N:11](C(OC(C)(C)C)=O)[CH2:10]2)=[CH:3][CH:2]=1.[ClH:20]. The catalyst is C(OCC)C. The product is [ClH:20].[ClH:20].[NH:11]1[CH2:12][CH:9]([O:8][CH2:7][C:4]2[CH:5]=[CH:6][N:1]=[CH:2][CH:3]=2)[CH2:10]1. The yield is 0.650. (5) The reactants are C[O:2][C:3](=[O:21])[CH2:4][NH:5][C:6]([C:8]1[CH:13]=[C:12]([C:14]2[CH:19]=[CH:18][C:17]([CH3:20])=[CH:16][CH:15]=2)[CH:11]=[CH:10][N:9]=1)=[O:7].O.O[Li].O.Cl. The catalyst is C1COCC1. The product is [CH3:20][C:17]1[CH:16]=[CH:15][C:14]([C:12]2[CH:11]=[CH:10][N:9]=[C:8]([C:6]([NH:5][CH2:4][C:3]([OH:21])=[O:2])=[O:7])[CH:13]=2)=[CH:19][CH:18]=1. The yield is 0.120. (6) The reactants are Br[C:2]1[CH:11]=[CH:10][CH:9]=[C:8]2[C:3]=1[CH:4]=[CH:5][N:6]=[CH:7]2.[CH3:12][N:13](C)C=O. The catalyst is C(OCC)(=O)C.[C-]#N.[C-]#N.[Zn+2]. The product is [CH:7]1[C:8]2[CH:9]=[CH:10][CH:11]=[C:2]([C:12]#[N:13])[C:3]=2[CH:4]=[CH:5][N:6]=1. The yield is 0.970. (7) The reactants are C[O:2][C:3]1[CH:4]=[CH:5][C:6]2[N:10]=[C:9]([C:11]([OH:13])=[O:12])[NH:8][C:7]=2[CH:14]=1. The catalyst is Br. The product is [OH:2][C:3]1[CH:4]=[CH:5][C:6]2[N:10]=[C:9]([C:11]([OH:13])=[O:12])[NH:8][C:7]=2[CH:14]=1. The yield is 0.762.